Task: Predict which catalyst facilitates the given reaction.. Dataset: Catalyst prediction with 721,799 reactions and 888 catalyst types from USPTO (1) Reactant: C[O:2][C:3](=[O:25])[CH2:4][N:5]1[C:9](=[O:10])[N:8]([CH2:11][C:12]2[CH:17]=[CH:16][CH:15]=[CH:14][C:13]=2[F:18])[C:7]([C:19]2[S:20][C:21]([Cl:24])=[CH:22][CH:23]=2)=[N:6]1.[OH-].[Li+].O. Product: [Cl:24][C:21]1[S:20][C:19]([C:7]2[N:8]([CH2:11][C:12]3[CH:17]=[CH:16][CH:15]=[CH:14][C:13]=3[F:18])[C:9](=[O:10])[N:5]([CH2:4][C:3]([OH:25])=[O:2])[N:6]=2)=[CH:23][CH:22]=1. The catalyst class is: 5. (2) Reactant: [C:1]([NH:6][CH2:7][C:8]([NH2:10])=O)(=[S:5])[CH2:2][CH2:3][CH3:4].P(Br)(Br)Br. Product: [CH2:2]([C:1]1[S:5][C:8]([NH2:10])=[CH:7][N:6]=1)[CH2:3][CH3:4]. The catalyst class is: 13.